This data is from Catalyst prediction with 721,799 reactions and 888 catalyst types from USPTO. The task is: Predict which catalyst facilitates the given reaction. The catalyst class is: 5. Reactant: C[O:2][C:3](=[O:24])[C:4]1[CH:9]=[C:8]([O:10][CH2:11][C:12]2[CH:17]=[CH:16][CH:15]=[C:14]([C:18]#[N:19])[CH:13]=2)[C:7]([CH3:20])=[N:6][C:5]=1[CH:21]1[CH2:23][CH2:22]1.[OH-].[Na+].Cl. Product: [C:18]([C:14]1[CH:13]=[C:12]([CH:17]=[CH:16][CH:15]=1)[CH2:11][O:10][C:8]1[C:7]([CH3:20])=[N:6][C:5]([CH:21]2[CH2:23][CH2:22]2)=[C:4]([CH:9]=1)[C:3]([OH:24])=[O:2])#[N:19].